From a dataset of Full USPTO retrosynthesis dataset with 1.9M reactions from patents (1976-2016). Predict the reactants needed to synthesize the given product. (1) The reactants are: [O:1]=[C:2]1[C:11]2[CH:10]=[C:9]([O:12][CH:13]([CH3:15])[CH3:14])[CH:8]=[C:7]([C:16]([O:18]C)=[O:17])[C:6]=2[CH2:5][CH2:4][NH:3]1.[OH-].[Na+]. Given the product [O:1]=[C:2]1[C:11]2[CH:10]=[C:9]([O:12][CH:13]([CH3:14])[CH3:15])[CH:8]=[C:7]([C:16]([OH:18])=[O:17])[C:6]=2[CH2:5][CH2:4][NH:3]1, predict the reactants needed to synthesize it. (2) Given the product [CH3:8][C@H:9]1[N:13]([S:41]([C:35]2[CH:40]=[CH:39][CH:38]=[CH:37][CH:36]=2)(=[O:43])=[O:42])[CH2:12][C@@H:11]([CH2:14][N:15]2[C:23]3[C:18](=[CH:19][C:20]([C:24]4[CH:25]=[N:26][N:27]([CH:29]5[CH2:34][CH2:33][CH2:32][CH2:31][O:30]5)[CH:28]=4)=[CH:21][CH:22]=3)[CH:17]=[N:16]2)[CH2:10]1, predict the reactants needed to synthesize it. The reactants are: C(N(CC)CC)C.[CH3:8][C@H:9]1[NH:13][CH2:12][C@@H:11]([CH2:14][N:15]2[C:23]3[C:18](=[CH:19][C:20]([C:24]4[CH:25]=[N:26][N:27]([CH:29]5[CH2:34][CH2:33][CH2:32][CH2:31][O:30]5)[CH:28]=4)=[CH:21][CH:22]=3)[CH:17]=[N:16]2)[CH2:10]1.[C:35]1([S:41](Cl)(=[O:43])=[O:42])[CH:40]=[CH:39][CH:38]=[CH:37][CH:36]=1.C(=O)(O)[O-].[Na+]. (3) Given the product [OH:1][C:2]([CH3:35])([CH3:34])[CH2:3][C@@:4]1([C:28]2[CH:33]=[CH:32][CH:31]=[CH:30][CH:29]=2)[O:9][C:8](=[O:10])[N:7]([C@H:11]([C:13]2[CH:18]=[CH:17][C:16]([C:37]3[N:42]=[C:41]([C:43]4([C:46]([NH2:48])=[O:47])[CH2:45][CH2:44]4)[CH:40]=[CH:39][CH:38]=3)=[CH:15][CH:14]=2)[CH3:12])[CH2:6][CH2:5]1, predict the reactants needed to synthesize it. The reactants are: [OH:1][C:2]([CH3:35])([CH3:34])[CH2:3][C@@:4]1([C:28]2[CH:33]=[CH:32][CH:31]=[CH:30][CH:29]=2)[O:9][C:8](=[O:10])[N:7]([C@H:11]([C:13]2[CH:18]=[CH:17][C:16](B3OC(C)(C)C(C)(C)O3)=[CH:15][CH:14]=2)[CH3:12])[CH2:6][CH2:5]1.Br[C:37]1[N:42]=[C:41]([C:43]2([C:46]([NH2:48])=[O:47])[CH2:45][CH2:44]2)[CH:40]=[CH:39][CH:38]=1. (4) Given the product [Br:1][C:2]1[C:3]([NH:10][C:11]2[CH:21]=[CH:20][CH:19]=[CH:18][C:12]=2[C:13]([NH:15][O:16][CH3:17])=[O:14])=[CH:4][C:5]([Cl:8])=[N:6][CH:7]=1, predict the reactants needed to synthesize it. The reactants are: [Br:1][C:2]1[C:3](I)=[CH:4][C:5]([Cl:8])=[N:6][CH:7]=1.[NH2:10][C:11]1[CH:21]=[CH:20][CH:19]=[CH:18][C:12]=1[C:13]([NH:15][O:16][CH3:17])=[O:14].[O-]P([O-])([O-])=O.[K+].[K+].[K+].C1C=CC(P(C2C(OC3C(P(C4C=CC=CC=4)C4C=CC=CC=4)=CC=CC=3)=CC=CC=2)C2C=CC=CC=2)=CC=1.